This data is from Reaction yield outcomes from USPTO patents with 853,638 reactions. The task is: Predict the reaction yield, written as a fraction of the theoretical maximum amount of product (1.0 means a 100% yield; for example, 0.34 means a 34% yield). (1) The reactants are C1(C)C=CC(S(O[CH:11]([CH2:13]/[CH:14]=[CH:15]/[C:16]2[CH:17]=[N:18][CH:19]=[C:20]([O:22][CH3:23])[CH:21]=2)[CH3:12])(=O)=O)=CC=1.[CH3:25][NH2:26]. The catalyst is C(O)C. The product is [CH3:25][NH:26][CH:11]([CH2:13]/[CH:14]=[CH:15]/[C:16]1[CH:17]=[N:18][CH:19]=[C:20]([O:22][CH3:23])[CH:21]=1)[CH3:12]. The yield is 0.418. (2) The reactants are [C:1]([C:4]1[C:15]([N+:16]([O-:18])=[O:17])=[CH:14][C:7]([O:8][CH2:9][CH2:10][C:11]([OH:13])=[O:12])=[C:6]([O:19][CH3:20])[CH:5]=1)([OH:3])=[O:2].O.[C:22]1(C)[CH:27]=CC(S(O)(=O)=O)=C[CH:23]=1.C(O)C=C. No catalyst specified. The product is [C:1]([C:4]1[C:15]([N+:16]([O-:18])=[O:17])=[CH:14][C:7]([O:8][CH2:9][CH2:10][C:11]([OH:13])=[O:12])=[C:6]([O:19][CH3:20])[CH:5]=1)([OH:3])=[O:2].[CH3:27][CH:22]=[CH2:23]. The yield is 0.840. (3) The reactants are [CH2:1]([O:8][CH:9]1[CH2:12][N:11](C(C2C=CC=CC=2)C2C=CC=CC=2)[CH2:10]1)[C:2]1[CH:7]=[CH:6][CH:5]=[CH:4][CH:3]=1.[Cl:26]CCCl.ClC(OC(Cl)C)=O. The catalyst is CO. The product is [ClH:26].[CH2:1]([O:8][CH:9]1[CH2:10][NH:11][CH2:12]1)[C:2]1[CH:3]=[CH:4][CH:5]=[CH:6][CH:7]=1. The yield is 0.920. (4) The reactants are [OH:1][C:2]1[CH:11]=[CH:10][C:5]([C:6]([O:8][CH3:9])=[O:7])=[CH:4][CH:3]=1.C([O-])([O-])=O.[K+].[K+].I[CH2:19][CH2:20][CH2:21]/[CH:22]=[CH:23]\[CH2:24][CH2:25][CH2:26][CH2:27][CH2:28][CH3:29]. The catalyst is CN(C=O)C. The product is [CH2:19]([O:1][C:2]1[CH:3]=[CH:4][C:5]([C:6]([O:8][CH3:9])=[O:7])=[CH:10][CH:11]=1)[CH2:20][CH2:21]/[CH:22]=[CH:23]\[CH2:24][CH2:25][CH2:26][CH2:27][CH2:28][CH3:29]. The yield is 0.790. (5) The product is [CH3:32][O:33][C:34]1[CH:39]=[C:38]([C:40]2[CH:41]=[CH:42][CH:43]=[CH:44][CH:45]=2)[CH:37]=[CH:36][C:35]=1[CH2:46][N:47]1[CH2:52][CH2:51][N:50]([C:2]([O:20][CH:15]([C:16]([F:19])([F:18])[F:17])[C:14]([F:22])([F:21])[F:13])=[O:4])[CH2:49][CH2:48]1. The yield is 0.360. The reactants are Cl[C:2](Cl)([O:4]C(=O)OC(Cl)(Cl)Cl)Cl.[F:13][C:14]([F:22])([F:21])[CH:15]([OH:20])[C:16]([F:19])([F:18])[F:17].C(N(CC)C(C)C)(C)C.[CH3:32][O:33][C:34]1[CH:39]=[C:38]([C:40]2[CH:45]=[CH:44][CH:43]=[CH:42][CH:41]=2)[CH:37]=[CH:36][C:35]=1[CH2:46][N:47]1[CH2:52][CH2:51][NH:50][CH2:49][CH2:48]1. The catalyst is O.ClCCl. (6) The reactants are [OH:1][C:2]1[CH:11]=[CH:10][C:5]([C:6]([O:8][CH3:9])=[O:7])=[CH:4][C:3]=1I.[H-].[Na+].[CH3:15][N:16](C=O)C. No catalyst specified. The product is [C:15]([C:3]1[CH:4]=[C:5]([CH:10]=[CH:11][C:2]=1[OH:1])[C:6]([O:8][CH3:9])=[O:7])#[N:16]. The yield is 1.00. (7) The reactants are C([O:3][C:4](=[O:17])[CH2:5][CH:6]1[C:14]2[C:9](=[CH:10][C:11]([O:15][CH3:16])=[CH:12][CH:13]=2)[CH2:8][CH2:7]1)C.[OH-].[Na+]. The catalyst is CCO.O. The product is [CH3:16][O:15][C:11]1[CH:10]=[C:9]2[C:14](=[CH:13][CH:12]=1)[CH:6]([CH2:5][C:4]([OH:17])=[O:3])[CH2:7][CH2:8]2. The yield is 0.830. (8) The reactants are [C:1]([O:5][C:6]([N:8]1[CH2:13][CH2:12][N:11]([C:14]2[C:15]([C:29]3[CH:34]=[C:33]([Cl:35])[C:32]([O:36][CH2:37][C:38]4[CH:43]=[CH:42][CH:41]=[CH:40][CH:39]=4)=[CH:31][C:30]=3[O:44][CH2:45][C:46]3[CH:51]=[CH:50][CH:49]=[CH:48][CH:47]=3)=[N:16][N:17]([S:19]([C:22]3[CH:27]=[CH:26][C:25]([CH3:28])=[CH:24][CH:23]=3)(=[O:21])=[O:20])[CH:18]=2)[CH2:10][CH2:9]1)=[O:7])([CH3:4])([CH3:3])[CH3:2].[CH3:52]I. The catalyst is O1CCCC1. The product is [C:1]([O:5][C:6]([N:8]1[CH2:9][CH2:10][N:11]([C:14]2[C:15]([C:29]3[CH:34]=[C:33]([Cl:35])[C:32]([O:36][CH2:37][C:38]4[CH:39]=[CH:40][CH:41]=[CH:42][CH:43]=4)=[CH:31][C:30]=3[O:44][CH2:45][C:46]3[CH:51]=[CH:50][CH:49]=[CH:48][CH:47]=3)=[N:16][N:17]([S:19]([C:22]3[CH:23]=[CH:24][C:25]([CH3:28])=[CH:26][CH:27]=3)(=[O:20])=[O:21])[C:18]=2[CH3:52])[CH2:12][CH2:13]1)=[O:7])([CH3:4])([CH3:2])[CH3:3]. The yield is 0.290.